Dataset: Full USPTO retrosynthesis dataset with 1.9M reactions from patents (1976-2016). Task: Predict the reactants needed to synthesize the given product. (1) Given the product [Cl:30][C:17]1[CH:16]=[C:15]([N:6]([C:7]2[CH:12]=[CH:11][C:10]([F:13])=[CH:9][C:8]=2[CH3:14])[C:5]([O:4][CH:2]([O:37][C:32](=[O:38])[CH2:33][CH2:34][CH2:35][CH3:36])[CH3:3])=[O:31])[CH:20]=[CH:19][C:18]=1[C:21](=[O:29])[C:22]1[CH:27]=[CH:26][CH:25]=[CH:24][C:23]=1[CH3:28], predict the reactants needed to synthesize it. The reactants are: Cl[CH:2]([O:4][C:5](=[O:31])[N:6]([C:15]1[CH:20]=[CH:19][C:18]([C:21](=[O:29])[C:22]2[CH:27]=[CH:26][CH:25]=[CH:24][C:23]=2[CH3:28])=[C:17]([Cl:30])[CH:16]=1)[C:7]1[CH:12]=[CH:11][C:10]([F:13])=[CH:9][C:8]=1[CH3:14])[CH3:3].[C:32]([O-:38])(=[O:37])[CH2:33][CH2:34][CH2:35][CH3:36].C([N+](CCCC)(CCCC)CCCC)CCC. (2) The reactants are: [CH2:1]([O:3][C:4]([C:6]1([C:9]2[CH:14]=[CH:13][C:12]([C:15]3[CH:20]=[CH:19][C:18]([C:21]4[O:25][N:24]=[C:23]([CH3:26])[C:22]=4[CH:27]=[CH:28][CH2:29][CH2:30][C:31]4[CH:36]=[CH:35][CH:34]=[CH:33][CH:32]=4)=[CH:17][CH:16]=3)=[CH:11][CH:10]=2)[CH2:8][CH2:7]1)=[O:5])[CH3:2].ClC1C=C(C=CC=1)C(OO)=[O:42]. Given the product [CH2:1]([O:3][C:4]([C:6]1([C:9]2[CH:10]=[CH:11][C:12]([C:15]3[CH:20]=[CH:19][C:18]([C:21]4[O:25][N:24]=[C:23]([CH3:26])[C:22]=4[CH:27]4[CH:28]([CH2:29][CH2:30][C:31]5[CH:32]=[CH:33][CH:34]=[CH:35][CH:36]=5)[O:42]4)=[CH:17][CH:16]=3)=[CH:13][CH:14]=2)[CH2:7][CH2:8]1)=[O:5])[CH3:2], predict the reactants needed to synthesize it. (3) Given the product [Cl:15][C:12]1[CH:13]=[CH:14][C:9]([O:8][CH2:7][C:6]([O:5][CH3:1])=[O:18])=[C:10]([C:16]#[CH:17])[CH:11]=1, predict the reactants needed to synthesize it. The reactants are: [C:1]([O:5][C:6](=[O:18])[CH2:7][O:8][C:9]1[CH:14]=[CH:13][C:12]([Cl:15])=[CH:11][C:10]=1[C:16]#[CH:17])(C)(C)C.Cl. (4) Given the product [Cl:71][CH2:4][C:6]1[C:7]([C:16]2[C:24]3[C:19](=[C:20]([O:25][CH3:26])[CH:21]=[CH:22][CH:23]=3)[N:18]([CH2:27][CH:28]3[CH2:29][CH2:30][CH2:31][CH2:32][CH2:33]3)[CH:17]=2)=[N:8][S:9][C:10]=1[CH2:11][O:13][S:60]([CH3:59])(=[O:62])=[O:61], predict the reactants needed to synthesize it. The reactants are: C(O[C:4]([C:6]1[C:7]([C:16]2[C:24]3[C:19](=[C:20]([O:25][CH3:26])[CH:21]=[CH:22][CH:23]=3)[N:18]([CH2:27][CH:28]3[CH2:33][CH2:32][CH2:31][CH2:30][CH2:29]3)[CH:17]=2)=[N:8][S:9][C:10]=1[C:11]([O:13]CC)=O)=O)C.[H-].[Al+3].[Li+].[H-].[H-].[H-].O.O.O.O.O.O.O.O.O.O.S([O-])([O-])(=O)=O.[Na+].[Na+].CO.[CH3:59][S:60](Cl)(=[O:62])=[O:61].C(N(CC)CC)C.[Cl:71]CCl. (5) Given the product [CH3:41][C:40]([OH:36])([CH3:39])[CH2:19][CH:16]1[S:15][C:14]([C:11]2[NH:12][C:13]3[C:9]([CH:10]=2)=[CH:8][C:7]([O:25][C:26]2[CH:31]=[CH:30][C:29]([S:32]([CH3:35])(=[O:33])=[O:34])=[CH:28][CH:27]=2)=[CH:6][C:5]=3[O:4][CH:2]([CH3:3])[CH3:1])=[N:18][CH2:17]1, predict the reactants needed to synthesize it. The reactants are: [CH3:1][CH:2]([O:4][C:5]1[CH:6]=[C:7]([O:25][C:26]2[CH:31]=[CH:30][C:29]([S:32]([CH3:35])(=[O:34])=[O:33])=[CH:28][CH:27]=2)[CH:8]=[C:9]2[C:13]=1[NH:12][C:11]([C:14]1[S:15][CH:16]([CH2:19]C(OCC)=O)[CH2:17][N:18]=1)=[CH:10]2)[CH3:3].[O:36]1[CH2:40][CH2:39]CC1.[CH3:41][Mg]Br.Cl. (6) Given the product [CH2:36]([O:43][C:44]([N:46]1[CH2:49][CH:48]([C:50](=[O:52])[NH:16][C:20]2[CH:21]=[CH:22][CH:23]=[CH:24][C:19]=2[I:1])[CH2:47]1)=[O:45])[C:37]1[CH:42]=[CH:41][CH:40]=[CH:39][CH:38]=1, predict the reactants needed to synthesize it. The reactants are: [I:1]NC1C=CC=CC=1.F[P-](F)(F)(F)(F)F.[N:16]1(O[P+](N(C)C)(N(C)C)N(C)C)[C:20]2[CH:21]=[CH:22][CH:23]=[CH:24][C:19]=2N=N1.[CH2:36]([O:43][C:44]([N:46]1[CH2:49][CH:48]([C:50]([OH:52])=O)[CH2:47]1)=[O:45])[C:37]1[CH:42]=[CH:41][CH:40]=[CH:39][CH:38]=1.C(N(CC)CC)C.C([O-])([O-])=O.[Na+].[Na+]. (7) Given the product [Cl:26][C:24]1[CH:23]=[CH:22][C:21]([O:27][CH2:28][C:29]2[CH:34]=[CH:33][C:32]([Cl:35])=[CH:31][C:30]=2[F:36])=[C:20]([CH:25]=1)[CH2:19][N:7]1[C:8]2[CH:9]=[CH:10][CH:11]=[C:12]([C:14]([O:16][CH3:17])=[O:15])[C:13]=2[C:5]([CH:3]=[O:4])=[CH:6]1, predict the reactants needed to synthesize it. The reactants are: [H-].[Na+].[CH:3]([C:5]1[C:13]2[C:12]([C:14]([O:16][CH3:17])=[O:15])=[CH:11][CH:10]=[CH:9][C:8]=2[NH:7][CH:6]=1)=[O:4].Br[CH2:19][C:20]1[CH:25]=[C:24]([Cl:26])[CH:23]=[CH:22][C:21]=1[O:27][CH2:28][C:29]1[CH:34]=[CH:33][C:32]([Cl:35])=[CH:31][C:30]=1[F:36]. (8) Given the product [Cl:11][C:12]1[C:13]([OH:23])=[C:14]([C:15]([N:4]2[C:5]3[CH:10]=[CH:9][CH:8]=[CH:7][C:6]=3[O:1][CH2:2][CH2:3]2)=[O:16])[CH:18]=[C:19]([Cl:22])[C:20]=1[OH:21], predict the reactants needed to synthesize it. The reactants are: [O:1]1[C:6]2[CH:7]=[CH:8][CH:9]=[CH:10][C:5]=2[NH:4][CH2:3][CH2:2]1.[Cl:11][C:12]1[C:13]([OH:23])=[C:14]([CH:18]=[C:19]([Cl:22])[C:20]=1[OH:21])[C:15](Cl)=[O:16]. (9) The reactants are: Cl.Cl.[NH:3]1[CH2:8][CH2:7][CH:6]([N:9]2[C:17]3[C:12](=[N:13][CH:14]=[CH:15][CH:16]=3)[NH:11][C:10]2=[O:18])[CH2:5][CH2:4]1.Cl[C:20]1[CH:25]=[CH:24][N:23]=[C:22]([C:26]([N:28]2[C:36]3[C:31](=[CH:32][C:33]([F:37])=[CH:34][CH:35]=3)[CH2:30][CH2:29]2)=[O:27])[CH:21]=1.C(=O)([O-])[O-].[K+].[K+].O. Given the product [F:37][C:33]1[CH:32]=[C:31]2[C:36](=[CH:35][CH:34]=1)[N:28]([C:26]([C:22]1[CH:21]=[C:20]([N:3]3[CH2:4][CH2:5][CH:6]([N:9]4[C:17]5[C:12](=[N:13][CH:14]=[CH:15][CH:16]=5)[NH:11][C:10]4=[O:18])[CH2:7][CH2:8]3)[CH:25]=[CH:24][N:23]=1)=[O:27])[CH2:29][CH2:30]2, predict the reactants needed to synthesize it. (10) Given the product [CH2:1]([O:3][C:4]([C:6]1[O:7][C:8]([C:11]2[NH:26][C:27]3[C:28]([CH:12]=2)=[CH:29][C:30]([S:34]([CH3:37])(=[O:36])=[O:35])=[CH:31][CH:32]=3)=[CH:9][CH:10]=1)=[O:5])[CH3:2], predict the reactants needed to synthesize it. The reactants are: [CH2:1]([O:3][C:4]([C:6]1[O:7][C:8]([C:11]#[C:12][Si](C)(C)C)=[CH:9][CH:10]=1)=[O:5])[CH3:2].C1(S([NH:26][C:27]2[C:32](I)=[CH:31][C:30]([S:34]([CH3:37])(=[O:36])=[O:35])=[CH:29][CH:28]=2)(=O)=O)C=CC=CC=1.C([O-])(=O)C.[K+].O.